From a dataset of Merck oncology drug combination screen with 23,052 pairs across 39 cell lines. Regression. Given two drug SMILES strings and cell line genomic features, predict the synergy score measuring deviation from expected non-interaction effect. (1) Drug 1: N#Cc1ccc(Cn2cncc2CN2CCN(c3cccc(Cl)c3)C(=O)C2)cc1. Drug 2: Cn1c(=O)n(-c2ccc(C(C)(C)C#N)cc2)c2c3cc(-c4cnc5ccccc5c4)ccc3ncc21. Cell line: DLD1. Synergy scores: synergy=24.7. (2) Drug 1: COc1cccc2c1C(=O)c1c(O)c3c(c(O)c1C2=O)CC(O)(C(=O)CO)CC3OC1CC(N)C(O)C(C)O1. Drug 2: O=C(CCCCCCC(=O)Nc1ccccc1)NO. Cell line: MSTO. Synergy scores: synergy=11.7. (3) Drug 1: COc1cc(C2c3cc4c(cc3C(OC3OC5COC(C)OC5C(O)C3O)C3COC(=O)C23)OCO4)cc(OC)c1O. Drug 2: NC1(c2ccc(-c3nc4ccn5c(=O)[nH]nc5c4cc3-c3ccccc3)cc2)CCC1. Cell line: UWB1289BRCA1. Synergy scores: synergy=18.3. (4) Cell line: ZR751. Drug 2: NC1(c2ccc(-c3nc4ccn5c(=O)[nH]nc5c4cc3-c3ccccc3)cc2)CCC1. Synergy scores: synergy=9.43. Drug 1: CCC1(O)CC2CN(CCc3c([nH]c4ccccc34)C(C(=O)OC)(c3cc4c(cc3OC)N(C)C3C(O)(C(=O)OC)C(OC(C)=O)C5(CC)C=CCN6CCC43C65)C2)C1. (5) Drug 1: O=c1[nH]cc(F)c(=O)[nH]1. Drug 2: NC1(c2ccc(-c3nc4ccn5c(=O)[nH]nc5c4cc3-c3ccccc3)cc2)CCC1. Cell line: ES2. Synergy scores: synergy=0.208.